Dataset: Reaction yield outcomes from USPTO patents with 853,638 reactions. Task: Predict the reaction yield, written as a fraction of the theoretical maximum amount of product (1.0 means a 100% yield; for example, 0.34 means a 34% yield). (1) The catalyst is CN(C)C(=O)C. The yield is 0.570. The reactants are [NH2:1][C:2]1[CH:3]=[C:4]([CH:21]=[CH:22][C:23]=1[CH3:24])[O:5][C:6]1[CH:7]=[CH:8][C:9]2[N:10]([CH:12]=[C:13]([NH:15][C:16]([CH:18]3[CH2:20][CH2:19]3)=[O:17])[N:14]=2)[N:11]=1.[CH3:25][C:26]([CH3:31])=[CH:27][C:28](Cl)=[O:29]. The product is [CH3:24][C:23]1[CH:22]=[CH:21][C:4]([O:5][C:6]2[CH:7]=[CH:8][C:9]3[N:10]([CH:12]=[C:13]([NH:15][C:16]([CH:18]4[CH2:20][CH2:19]4)=[O:17])[N:14]=3)[N:11]=2)=[CH:3][C:2]=1[NH:1][C:28](=[O:29])[CH:27]=[C:26]([CH3:31])[CH3:25]. (2) The reactants are [CH2:1]([N:5]1[C:13]2[N:12]=[C:11]([Cl:14])[N:10](CC=C)[C:9]=2[C:8](=[O:18])[NH:7][C:6]1=[O:19])[CH2:2][CH2:3][CH3:4].[C:20]1([CH2:26][C:27]2[N:31]=[C:30]([CH2:32][CH2:33][CH2:34]O)[O:29][N:28]=2)[CH:25]=[CH:24][CH:23]=[CH:22][CH:21]=1.C1C=CC(P(C2C=CC=CC=2)C2C=CC=CC=2)=CC=1.C1C=CC(COC(/N=N/C(OCC2C=CC=CC=2)=O)=O)=CC=1.N1CCOCC1. The catalyst is C1COCC1.C1C=CC([P]([Pd]([P](C2C=CC=CC=2)(C2C=CC=CC=2)C2C=CC=CC=2)([P](C2C=CC=CC=2)(C2C=CC=CC=2)C2C=CC=CC=2)[P](C2C=CC=CC=2)(C2C=CC=CC=2)C2C=CC=CC=2)(C2C=CC=CC=2)C2C=CC=CC=2)=CC=1. The product is [CH2:1]([N:5]1[C:13]2[N:12]=[C:11]([Cl:14])[NH:10][C:9]=2[C:8](=[O:18])[N:7]([CH2:34][CH2:33][CH2:32][C:30]2[O:29][N:28]=[C:27]([CH2:26][C:20]3[CH:25]=[CH:24][CH:23]=[CH:22][CH:21]=3)[N:31]=2)[C:6]1=[O:19])[CH2:2][CH2:3][CH3:4]. The yield is 0.230. (3) The reactants are [CH3:1][N:2]([CH3:6])[CH2:3][CH2:4][OH:5].[OH-].[K+].F[C:10]1[CH:15]=[C:14]([O:16][CH3:17])[CH:13]=[CH:12][C:11]=1[N+:18]([O-:20])=[O:19]. The catalyst is CCCCCCCC[N+](CCCCCCCC)(CCCCCCCC)C.[Cl-]. The product is [CH3:17][O:16][C:14]1[CH:13]=[CH:12][C:11]([N+:18]([O-:20])=[O:19])=[C:10]([CH:15]=1)[O:5][CH2:4][CH2:3][N:2]([CH3:6])[CH3:1]. The yield is 0.740. (4) The reactants are CS(Cl)(=O)=O.O[CH2:7][C:8]#[C:9][C:10]1[CH:15]=[CH:14][C:13]([S:16]([NH:19][CH2:20][C:21]2[CH:35]=[CH:34][C:24]([C:25]([NH:27][C:28]3[CH:29]=[N:30][CH:31]=[CH:32][CH:33]=3)=[O:26])=[CH:23][CH:22]=2)(=[O:18])=[O:17])=[CH:12][CH:11]=1.C[CH2:37][N:38](CC)[CH2:39]C.CNC.S([O-])(=O)(=O)C. The catalyst is C1COCC1.CCOC(C)=O.CN(C=O)C. The product is [CH3:37][N:38]([CH3:39])[CH2:7][C:8]#[C:9][C:10]1[CH:15]=[CH:14][C:13]([S:16]([NH:19][CH2:20][C:21]2[CH:35]=[CH:34][C:24]([C:25]([NH:27][C:28]3[CH:29]=[N:30][CH:31]=[CH:32][CH:33]=3)=[O:26])=[CH:23][CH:22]=2)(=[O:18])=[O:17])=[CH:12][CH:11]=1. The yield is 0.470. (5) The reactants are [C:1]([O:5][C:6]([N:8]1[CH2:12][CH2:11][CH2:10][C@@H:9]1[CH2:13][OH:14])=[O:7])([CH3:4])([CH3:3])[CH3:2].[S:15](Cl)([C:18]1[CH:24]=[CH:23][C:21]([CH3:22])=[CH:20][CH:19]=1)(=[O:17])=[O:16].C(N(CC)CC)C. The catalyst is CN(C)C1C=CN=CC=1.ClCCl. The product is [C:1]([O:5][C:6]([N:8]1[CH2:12][CH2:11][CH2:10][C@@H:9]1[CH2:13][O:14][S:15]([C:18]1[CH:24]=[CH:23][C:21]([CH3:22])=[CH:20][CH:19]=1)(=[O:17])=[O:16])=[O:7])([CH3:4])([CH3:3])[CH3:2]. The yield is 0.740. (6) The reactants are [CH3:1][C:2]1[CH:9]=[C:8](B2OC(C)(C)C(C)(C)O2)[CH:7]=[CH:6][C:3]=1[C:4]#[N:5].Br[C:20]1[CH:21]=[N:22][CH:23]=[CH:24][C:25]=1[CH:26]=[O:27].C(=O)([O-])[O-].[Na+].[Na+]. The catalyst is CN(C=O)C.Cl[Pd](Cl)([P](C1C=CC=CC=1)(C1C=CC=CC=1)C1C=CC=CC=1)[P](C1C=CC=CC=1)(C1C=CC=CC=1)C1C=CC=CC=1. The product is [CH:26]([C:25]1[CH:24]=[CH:23][N:22]=[CH:21][C:20]=1[C:8]1[CH:7]=[CH:6][C:3]([C:4]#[N:5])=[C:2]([CH3:1])[CH:9]=1)=[O:27]. The yield is 0.780. (7) The reactants are [C:1]([OH:14])(=O)[C:2]1([CH2:12][CH2:11][CH:7]([C:8]([OH:10])=[O:9])[C:4]1([CH3:6])[CH3:5])[CH3:3].P(Cl)(Cl)(Cl)(Cl)Cl.[C:21]([N:25]1[CH:29]=[C:28]([CH2:30][CH2:31][CH2:32][CH3:33])[C:27](=[NH:34])[S:26]1)([CH3:24])([CH3:23])[CH3:22].[CH2:35](N(CC)CC)C. The catalyst is CCCCCC.O1CCCC1.C(OCC)(=O)C.CO. The product is [CH2:30]([C:28]1=[CH:29][N:25]([C:21]([CH3:24])([CH3:23])[CH3:22])[S:26]/[C:27]/1=[N:34]\[C:1]([C@:2]1([CH3:3])[CH2:12][CH2:11][C@H:7]([C:8]([O:10][CH3:35])=[O:9])[C:4]1([CH3:5])[CH3:6])=[O:14])[CH2:31][CH2:32][CH3:33]. The yield is 0.410. (8) The reactants are Cl[C:2]1[N:7]2[N:8]=[CH:9][C:10]([C:11]([O:13][CH2:14][CH3:15])=[O:12])=[C:6]2[N:5]=[CH:4][C:3]=1[C:16]([N:18]1[CH2:23][CH2:22][CH:21]([C:24]2[CH:29]=[CH:28][CH:27]=[CH:26][CH:25]=2)[CH2:20][CH2:19]1)=[O:17].[NH2:30][C:31]1[C:32]([CH3:37])=[N:33][CH:34]=[CH:35][CH:36]=1. No catalyst specified. The product is [CH2:14]([O:13][C:11]([C:10]1[CH:9]=[N:8][N:7]2[C:2]([NH:30][C:31]3[C:32]([CH3:37])=[N:33][CH:34]=[CH:35][CH:36]=3)=[C:3]([C:16]([N:18]3[CH2:23][CH2:22][CH:21]([C:24]4[CH:29]=[CH:28][CH:27]=[CH:26][CH:25]=4)[CH2:20][CH2:19]3)=[O:17])[CH:4]=[N:5][C:6]=12)=[O:12])[CH3:15]. The yield is 0.640. (9) The catalyst is C(O)C. The reactants are Cl.Cl.[NH2:3][C:4]1[C:8]([NH2:9])=[CH:7][S:6][CH:5]=1.C(N(CC)CC)C.Cl.[CH:18]1([C:21](=N)OCC)[CH2:20][CH2:19]1.C(=O)([O-])O.[Na+]. The product is [CH:18]1([C:21]2[NH:3][C:4]3=[CH:5][S:6][CH:7]=[C:8]3[N:9]=2)[CH2:20][CH2:19]1. The yield is 0.320.